This data is from Retrosynthesis with 50K atom-mapped reactions and 10 reaction types from USPTO. The task is: Predict the reactants needed to synthesize the given product. (1) Given the product CS(=O)(=O)N1CCCCc2cc(O)ccc21, predict the reactants needed to synthesize it. The reactants are: CS(=O)(=O)Oc1ccc2c(c1)CCCCN2S(C)(=O)=O. (2) Given the product COCCOCN(c1noc(C)c1C)S(=O)(=O)c1sc(C)cc1-c1ccc(C(=O)OC)cc1OCC(C)C, predict the reactants needed to synthesize it. The reactants are: COC(=O)c1ccc(Br)c(OCC(C)C)c1.COCCOCN(c1noc(C)c1C)S(=O)(=O)c1sc(C)cc1B(O)O. (3) Given the product COc1ccc(-c2nc3cc(-c4ccc(Cl)c(C)c4)ccc3o2)cc1[N+](=O)[O-], predict the reactants needed to synthesize it. The reactants are: COc1ccc(-c2nc3cc(Br)ccc3o2)cc1[N+](=O)[O-].Cc1cc(B(O)O)ccc1Cl. (4) Given the product CCC1(O)c2ccccc2C=Cc2ccccc21, predict the reactants needed to synthesize it. The reactants are: CCBr.O=c1c2ccccc2ccc2ccccc12. (5) The reactants are: CCOC(=O)C=C(C)Oc1cc(C)ccc1F.O=C1CCC(=O)N1Br. Given the product CCOC(=O)/C=C(\CBr)Oc1cc(C)ccc1F, predict the reactants needed to synthesize it.